Dataset: Catalyst prediction with 721,799 reactions and 888 catalyst types from USPTO. Task: Predict which catalyst facilitates the given reaction. The catalyst class is: 3. Reactant: [CH2:1]([NH:5][CH2:6][CH:7]([C:9]1[CH:14]=[CH:13][CH:12]=[CH:11][CH:10]=1)[OH:8])[CH:2]([CH3:4])[CH3:3].[H-].[Na+].[O:17]1[C:21]2[CH:22]=[CH:23][CH:24]=[CH:25][C:20]=2[CH:19]=[C:18]1[C:26]1[N:30]2[N:31]=[C:32](Cl)[CH:33]=[CH:34][C:29]2=[N:28][CH:27]=1. Product: [O:17]1[C:21]2[CH:22]=[CH:23][CH:24]=[CH:25][C:20]=2[CH:19]=[C:18]1[C:26]1[N:30]2[N:31]=[C:32]([O:8][CH:7]([C:9]3[CH:10]=[CH:11][CH:12]=[CH:13][CH:14]=3)[CH2:6][NH:5][CH2:1][CH:2]([CH3:4])[CH3:3])[CH:33]=[CH:34][C:29]2=[N:28][CH:27]=1.